This data is from Forward reaction prediction with 1.9M reactions from USPTO patents (1976-2016). The task is: Predict the product of the given reaction. (1) Given the reactants [F:1][C:2]1[CH:10]=[CH:9][C:5]([C:6]([NH2:8])=[O:7])=[CH:4][C:3]=1[C:11]([F:14])([F:13])[F:12].C[O:16][C:17](=[O:23])[CH2:18][C:19]([CH2:21]Cl)=O, predict the reaction product. The product is: [F:1][C:2]1[CH:10]=[CH:9][C:5]([C:6]2[O:7][CH:21]=[C:19]([CH2:18][C:17]([OH:23])=[O:16])[N:8]=2)=[CH:4][C:3]=1[C:11]([F:12])([F:13])[F:14]. (2) Given the reactants [CH3:1][C@H:2]([NH:6][C:7](=[O:13])[O:8][C:9]([CH3:12])([CH3:11])[CH3:10])[CH2:3][CH:4]=O.[CH:14]1([NH2:17])[CH2:16][CH2:15]1.C(O)(=O)C.C(O[BH-](OC(=O)C)OC(=O)C)(=O)C.[Na+], predict the reaction product. The product is: [CH:14]1([NH:17][CH2:4][CH2:3][C@@H:2]([NH:6][C:7](=[O:13])[O:8][C:9]([CH3:12])([CH3:11])[CH3:10])[CH3:1])[CH2:16][CH2:15]1. (3) Given the reactants [CH3:1][O:2][C:3]1[CH:9]=[C:8]([O:10][CH3:11])[CH:7]=[CH:6][C:4]=1[NH2:5].Br[CH2:13][CH2:14][CH2:15][CH2:16]Br.C(=O)([O-])[O-].[K+].[K+], predict the reaction product. The product is: [N:5]1([C:4]2[CH:6]=[CH:7][C:8]([O:10][CH3:11])=[CH:9][C:3]=2[O:2][CH3:1])[CH2:16][CH2:15][CH2:14][CH2:13]1. (4) Given the reactants [C:1]([C:5]1[C:6]([OH:16])=[C:7]([C:10]([CH2:14][CH3:15])=[C:11]([Cl:13])[CH:12]=1)[CH:8]=O)([CH3:4])([CH3:3])[CH3:2].[NH2:17][C:18]1[CH:26]=[CH:25][C:24]([S:27]([C:30]([F:33])([F:32])[F:31])(=[O:29])=[O:28])=[CH:23][C:19]=1[C:20]([NH2:22])=[O:21], predict the reaction product. The product is: [C:1]([C:5]1[C:6]([OH:16])=[C:7]([C:8]2[NH:22][C:20](=[O:21])[C:19]3[C:18](=[CH:26][CH:25]=[C:24]([S:27]([C:30]([F:33])([F:31])[F:32])(=[O:29])=[O:28])[CH:23]=3)[N:17]=2)[C:10]([CH2:14][CH3:15])=[C:11]([Cl:13])[CH:12]=1)([CH3:4])([CH3:3])[CH3:2]. (5) Given the reactants [S:1]([O:8]S(C(F)(F)F)(=O)=O)([C:4]([F:7])([F:6])[F:5])(=[O:3])=[O:2].O[C:17]1[CH:25]=[CH:24][CH:23]=[C:22]2[C:18]=1[CH2:19][CH2:20][C:21]2=[O:26].CCN(CC)CC, predict the reaction product. The product is: [F:5][C:4]([F:7])([F:6])[S:1]([O:8][C:17]1[CH:25]=[CH:24][CH:23]=[C:22]2[C:18]=1[CH2:19][CH2:20][C:21]2=[O:26])(=[O:3])=[O:2]. (6) Given the reactants [BH4-].[Na+].FC(F)(F)C(O)=O.[Cl:10][C:11]1[CH:12]=[C:13]([CH2:18][C:19]#[N:20])[CH:14]=[CH:15][C:16]=1[Cl:17], predict the reaction product. The product is: [Cl:10][C:11]1[CH:12]=[C:13]([CH2:18][CH2:19][NH2:20])[CH:14]=[CH:15][C:16]=1[Cl:17].